From a dataset of TCR-epitope binding with 47,182 pairs between 192 epitopes and 23,139 TCRs. Binary Classification. Given a T-cell receptor sequence (or CDR3 region) and an epitope sequence, predict whether binding occurs between them. (1) The epitope is CTELKLSDY. The TCR CDR3 sequence is CASSYGTIYEQYF. Result: 1 (the TCR binds to the epitope). (2) The epitope is CTELKLSDY. The TCR CDR3 sequence is CASSPPTGTQETQYF. Result: 0 (the TCR does not bind to the epitope).